Task: Regression. Given a peptide amino acid sequence and an MHC pseudo amino acid sequence, predict their binding affinity value. This is MHC class I binding data.. Dataset: Peptide-MHC class I binding affinity with 185,985 pairs from IEDB/IMGT (1) The peptide sequence is LFNIAQRIL. The MHC is HLA-A68:02 with pseudo-sequence HLA-A68:02. The binding affinity (normalized) is 0. (2) The peptide sequence is VVYMDMGVR. The binding affinity (normalized) is 0.0847. The MHC is HLA-A02:16 with pseudo-sequence HLA-A02:16. (3) The peptide sequence is MIRPQPMEHK. The MHC is HLA-A03:01 with pseudo-sequence HLA-A03:01. The binding affinity (normalized) is 0.798. (4) The peptide sequence is GPEGPLGQL. The MHC is HLA-B39:01 with pseudo-sequence HLA-B39:01. The binding affinity (normalized) is 0.213. (5) The peptide sequence is YNIDRLNAL. The MHC is HLA-B08:01 with pseudo-sequence HLA-B08:01. The binding affinity (normalized) is 0.438. (6) The peptide sequence is GYIPIERVL. The MHC is HLA-B58:01 with pseudo-sequence HLA-B58:01. The binding affinity (normalized) is 0.0847. (7) The peptide sequence is YYWPRPRRY. The MHC is HLA-B45:06 with pseudo-sequence HLA-B45:06. The binding affinity (normalized) is 0.213. (8) The peptide sequence is IFVSLVKKNK. The MHC is HLA-A33:01 with pseudo-sequence HLA-A33:01. The binding affinity (normalized) is 0.630. (9) The peptide sequence is KLYLRPWWH. The MHC is HLA-A26:01 with pseudo-sequence HLA-A26:01. The binding affinity (normalized) is 0.0847.